From a dataset of Reaction yield outcomes from USPTO patents with 853,638 reactions. Predict the reaction yield, written as a fraction of the theoretical maximum amount of product (1.0 means a 100% yield; for example, 0.34 means a 34% yield). (1) The product is [F:14][C:15]1[CH:16]=[CH:17][C:18]([CH2:21][CH2:22][C@@H:23]2[O:28][C:27](=[O:29])[CH:26]=[C:25]([O:12][CH3:13])[CH2:24]2)=[CH:19][CH:20]=1. The yield is 0.620. The reactants are C([O-])([O-])=O.[K+].[K+].S([O:12][CH3:13])(OC)(=O)=O.[F:14][C:15]1[CH:20]=[CH:19][C:18]([CH2:21][CH2:22][CH:23]2[O:28][C:27](=[O:29])[CH2:26][C:25](=O)[CH2:24]2)=[CH:17][CH:16]=1. The catalyst is CC(C)=O. (2) The reactants are [OH:1][C:2]1([C:31]([O:33]C)=[O:32])[CH2:7][CH2:6][CH:5]([N:8]2[C:16]([NH:17][C:18]3[C:23]([F:24])=[CH:22][C:21]([F:25])=[CH:20][C:19]=3[F:26])=[N:15][C:14]3[C:9]2=[N:10][C:11]([NH:27][CH:28]([CH3:30])[CH3:29])=[N:12][CH:13]=3)[CH2:4][CH2:3]1. The catalyst is Cl. The product is [OH:1][C:2]1([C:31]([OH:33])=[O:32])[CH2:7][CH2:6][CH:5]([N:8]2[C:16]([NH:17][C:18]3[C:23]([F:24])=[CH:22][C:21]([F:25])=[CH:20][C:19]=3[F:26])=[N:15][C:14]3[C:9]2=[N:10][C:11]([NH:27][CH:28]([CH3:30])[CH3:29])=[N:12][CH:13]=3)[CH2:4][CH2:3]1. The yield is 0.730. (3) The yield is 0.890. The reactants are O=O.[C:3]([O:7][C:8]([N:10]1[CH2:15][CH2:14][C:13]([C:16]2[C:24]3[C:19](=[CH:20][CH:21]=[CH:22][CH:23]=3)[NH:18][CH:17]=2)=[C:12]([C:25]([OH:27])=[O:26])[CH2:11]1)=[O:9])([CH3:6])([CH3:5])[CH3:4].C(N(CC)CC)C.[H][H]. The product is [C:3]([O:7][C:8]([N:10]1[CH2:15][CH2:14][CH:13]([C:16]2[C:24]3[C:19](=[CH:20][CH:21]=[CH:22][CH:23]=3)[NH:18][CH:17]=2)[CH:12]([C:25]([OH:27])=[O:26])[CH2:11]1)=[O:9])([CH3:6])([CH3:4])[CH3:5]. The catalyst is COC(C)(C)C.CO.